From a dataset of NCI-60 drug combinations with 297,098 pairs across 59 cell lines. Regression. Given two drug SMILES strings and cell line genomic features, predict the synergy score measuring deviation from expected non-interaction effect. (1) Drug 1: CS(=O)(=O)C1=CC(=C(C=C1)C(=O)NC2=CC(=C(C=C2)Cl)C3=CC=CC=N3)Cl. Drug 2: C1=CC=C(C=C1)NC(=O)CCCCCCC(=O)NO. Cell line: HOP-92. Synergy scores: CSS=21.1, Synergy_ZIP=-2.03, Synergy_Bliss=0.732, Synergy_Loewe=-2.55, Synergy_HSA=1.32. (2) Drug 2: B(C(CC(C)C)NC(=O)C(CC1=CC=CC=C1)NC(=O)C2=NC=CN=C2)(O)O. Drug 1: C1CC(=O)NC(=O)C1N2CC3=C(C2=O)C=CC=C3N. Synergy scores: CSS=0.743, Synergy_ZIP=-2.38, Synergy_Bliss=-4.20, Synergy_Loewe=-1.16, Synergy_HSA=-2.20. Cell line: MDA-MB-231. (3) Synergy scores: CSS=57.6, Synergy_ZIP=5.30, Synergy_Bliss=7.10, Synergy_Loewe=0.283, Synergy_HSA=8.57. Drug 2: CCCS(=O)(=O)NC1=C(C(=C(C=C1)F)C(=O)C2=CNC3=C2C=C(C=N3)C4=CC=C(C=C4)Cl)F. Drug 1: CC12CCC(CC1=CCC3C2CCC4(C3CC=C4C5=CN=CC=C5)C)O. Cell line: HT29. (4) Drug 1: CCC1=CC2CC(C3=C(CN(C2)C1)C4=CC=CC=C4N3)(C5=C(C=C6C(=C5)C78CCN9C7C(C=CC9)(C(C(C8N6C)(C(=O)OC)O)OC(=O)C)CC)OC)C(=O)OC.C(C(C(=O)O)O)(C(=O)O)O. Drug 2: C1=NNC2=C1C(=O)NC=N2. Cell line: NCI/ADR-RES. Synergy scores: CSS=0.564, Synergy_ZIP=-0.187, Synergy_Bliss=-0.597, Synergy_Loewe=-0.848, Synergy_HSA=-0.850. (5) Synergy scores: CSS=24.8, Synergy_ZIP=-9.48, Synergy_Bliss=-3.54, Synergy_Loewe=-29.3, Synergy_HSA=-10.0. Drug 1: CC1=C(C(CCC1)(C)C)C=CC(=CC=CC(=CC(=O)O)C)C. Cell line: LOX IMVI. Drug 2: C1=NC(=NC(=O)N1C2C(C(C(O2)CO)O)O)N. (6) Drug 1: CC1=C2C(C(=O)C3(C(CC4C(C3C(C(C2(C)C)(CC1OC(=O)C(C(C5=CC=CC=C5)NC(=O)C6=CC=CC=C6)O)O)OC(=O)C7=CC=CC=C7)(CO4)OC(=O)C)O)C)OC(=O)C. Drug 2: CS(=O)(=O)CCNCC1=CC=C(O1)C2=CC3=C(C=C2)N=CN=C3NC4=CC(=C(C=C4)OCC5=CC(=CC=C5)F)Cl. Cell line: NCI-H522. Synergy scores: CSS=43.7, Synergy_ZIP=8.25, Synergy_Bliss=8.40, Synergy_Loewe=9.59, Synergy_HSA=9.99. (7) Drug 1: CCC1(CC2CC(C3=C(CCN(C2)C1)C4=CC=CC=C4N3)(C5=C(C=C6C(=C5)C78CCN9C7C(C=CC9)(C(C(C8N6C)(C(=O)OC)O)OC(=O)C)CC)OC)C(=O)OC)O.OS(=O)(=O)O. Drug 2: CC1C(C(CC(O1)OC2CC(CC3=C2C(=C4C(=C3O)C(=O)C5=CC=CC=C5C4=O)O)(C(=O)C)O)N)O. Cell line: SR. Synergy scores: CSS=42.7, Synergy_ZIP=-5.23, Synergy_Bliss=-4.47, Synergy_Loewe=-3.03, Synergy_HSA=-1.17.